This data is from Forward reaction prediction with 1.9M reactions from USPTO patents (1976-2016). The task is: Predict the product of the given reaction. (1) Given the reactants [F:1][C:2]([F:8])([F:7])[C:3]([F:6])([F:5])I.C[Li].[Br-].[Li+].CON(C)[C:16](=[O:33])[CH:17]=[CH:18][C:19]1[CH:20]=[C:21]([C:25]2[CH:30]=[CH:29][C:28]([S:31][CH3:32])=[CH:27][CH:26]=2)[CH:22]=[CH:23][CH:24]=1, predict the reaction product. The product is: [F:5][C:3]([F:6])([C:2]([F:8])([F:7])[F:1])[C:16](=[O:33])[CH:17]=[CH:18][C:19]1[CH:20]=[C:21]([C:25]2[CH:26]=[CH:27][C:28]([S:31][CH3:32])=[CH:29][CH:30]=2)[CH:22]=[CH:23][CH:24]=1. (2) Given the reactants [CH2:1]([OH:4])[C:2]#[CH:3].[Cl:5][C:6]1[N:11]=[C:10](Cl)[C:9]([C:13]([F:16])([F:15])[F:14])=[CH:8][N:7]=1.FC(F)(F)C(O)=O, predict the reaction product. The product is: [Cl:5][C:6]1[N:11]=[C:10]([O:4][CH2:1][C:2]#[CH:3])[C:9]([C:13]([F:16])([F:15])[F:14])=[CH:8][N:7]=1. (3) Given the reactants [NH2:1][C:2]([C@H:4]1[CH2:8][CH2:7][C@@H:6]([C:9]2[CH:14]=[CH:13][C:12]([OH:15])=[CH:11][CH:10]=2)[N:5]1[C:16]([O:18][C:19]([CH3:22])([CH3:21])[CH3:20])=[O:17])=[O:3].Br[CH2:24][C:25]1[CH:30]=[CH:29][CH:28]=[CH:27][C:26]=1[F:31], predict the reaction product. The product is: [NH2:1][C:2]([C@H:4]1[CH2:8][CH2:7][C@@H:6]([C:9]2[CH:14]=[CH:13][C:12]([O:15][CH2:24][C:25]3[CH:30]=[CH:29][CH:28]=[CH:27][C:26]=3[F:31])=[CH:11][CH:10]=2)[N:5]1[C:16]([O:18][C:19]([CH3:22])([CH3:21])[CH3:20])=[O:17])=[O:3]. (4) Given the reactants [C:1]([OH:9])(=[O:8])[C:2]1[CH:7]=[CH:6][CH:5]=[N:4][CH:3]=1.[I:10][CH:11]([CH3:13])[CH3:12], predict the reaction product. The product is: [I-:10].[CH2:12]([N+:4]1[CH:5]=[CH:6][CH:7]=[C:2]([C:1]([OH:9])=[O:8])[CH:3]=1)[CH2:11][CH3:13]. (5) Given the reactants [C:1]([C:4]1[O:5][C:6]2[CH:12]=[CH:11][C:10]([N+:13]([O-:15])=[O:14])=[CH:9][C:7]=2[CH:8]=1)([OH:3])=[O:2].OS(O)(=O)=O.[CH3:21]O, predict the reaction product. The product is: [CH3:21][O:2][C:1]([C:4]1[O:5][C:6]2[CH:12]=[CH:11][C:10]([N+:13]([O-:15])=[O:14])=[CH:9][C:7]=2[CH:8]=1)=[O:3]. (6) Given the reactants Cl[C:2]1[C:7]([C:8]([F:11])([F:10])[F:9])=[CH:6][N:5]=[C:4]([NH:12][C:13]2[C:18]([O:19][CH3:20])=[CH:17][C:16]([C:21]3[CH:26]=[CH:25][C:24]([C:27]([NH:29][CH3:30])=[O:28])=[CH:23][CH:22]=3)=[C:15]([CH3:31])[CH:14]=2)[N:3]=1.[CH3:32][C:33]1[NH:37][N:36]=[C:35]([NH2:38])[CH:34]=1.C(=O)([O-])[O-].[Cs+].[Cs+], predict the reaction product. The product is: [CH3:20][O:19][C:18]1[C:13]([NH:12][C:4]2[N:3]=[C:2]([NH:38][C:35]3[CH:34]=[C:33]([CH3:32])[NH:37][N:36]=3)[C:7]([C:8]([F:11])([F:10])[F:9])=[CH:6][N:5]=2)=[CH:14][C:15]([CH3:31])=[C:16]([C:21]2[CH:26]=[CH:25][C:24]([C:27]([NH:29][CH3:30])=[O:28])=[CH:23][CH:22]=2)[CH:17]=1.